This data is from Full USPTO retrosynthesis dataset with 1.9M reactions from patents (1976-2016). The task is: Predict the reactants needed to synthesize the given product. (1) Given the product [S:26]([O:1][CH2:2][CH2:3][O:4][CH2:5][CH2:6][O:7][CH2:8][CH2:9][O:10][CH2:11][CH2:12][C:13]([O:15][C:16]([CH3:19])([CH3:18])[CH3:17])=[O:14])([C:21]1[CH:20]=[CH:25][C:24]([CH3:32])=[CH:23][CH:22]=1)(=[O:27])=[O:28], predict the reactants needed to synthesize it. The reactants are: [OH:1][CH2:2][CH2:3][O:4][CH2:5][CH2:6][O:7][CH2:8][CH2:9][O:10][CH2:11][CH2:12][C:13]([O:15][C:16]([CH3:19])([CH3:18])[CH3:17])=[O:14].[C:20]1(C)[C:21]([S:26](Cl)(=[O:28])=[O:27])=[CH:22][CH:23]=[CH:24][CH:25]=1.N1C=CC=C[CH:32]=1. (2) The reactants are: [Cl:1][C:2]1[N:7]=[C:6]([NH2:8])[C:5]([CH3:9])=[CH:4][N:3]=1.Br[C:11]1[CH:16]=[CH:15][CH:14]=[C:13]([C:17]([F:20])([F:19])[F:18])[C:12]=1[CH3:21].CC1(C)C2C(=C(P(C3C=CC=CC=3)C3C=CC=CC=3)C=CC=2)OC2C(P(C3C=CC=CC=3)C3C=CC=CC=3)=CC=CC1=2.C(=O)([O-])[O-].[Cs+].[Cs+]. Given the product [Cl:1][C:2]1[N:7]=[C:6]([NH:8][C:11]2[CH:16]=[CH:15][CH:14]=[C:13]([C:17]([F:18])([F:20])[F:19])[C:12]=2[CH3:21])[C:5]([CH3:9])=[CH:4][N:3]=1, predict the reactants needed to synthesize it. (3) Given the product [ClH:12].[Cl:13][C:14]1[CH:23]=[C:22]2[C:17]([CH:18]=[CH:19][N:20]=[CH:21]2)=[CH:16][C:15]=1[S:24][CH2:25][CH:26]1[CH2:30][CH2:29][NH:28][CH2:27]1, predict the reactants needed to synthesize it. The reactants are: BrC1C=C2C(=CC=1[Cl:12])C=NC=C2.[Cl:13][C:14]1[CH:23]=[C:22]2[C:17]([CH:18]=[CH:19][N:20]=[CH:21]2)=[CH:16][C:15]=1[S:24][CH2:25][CH:26]1[CH2:30][CH2:29][NH:28][CH2:27]1.C(OC(N1CCC(CBr)C1)=O)(C)(C)C.Cl. (4) Given the product [Br:15][CH:16]([CH3:20])[C:17]([C:6]1[CH:5]=[C:4]2[C:9](=[CH:8][CH:7]=1)[NH:1][C:2](=[O:10])[CH2:3]2)=[O:18], predict the reactants needed to synthesize it. The reactants are: [NH:1]1[C:9]2[C:4](=[CH:5][CH:6]=[CH:7][CH:8]=2)[CH2:3][C:2]1=[O:10].[Al+3].[Cl-].[Cl-].[Cl-].[Br:15][CH:16]([CH3:20])[C:17](Cl)=[O:18]. (5) Given the product [CH2:1]([N:5]([C:6]1[CH:7]=[C:8]([C:12]2[CH:13]=[CH:14][C:15]([C:18]([F:19])([F:20])[F:21])=[CH:16][CH:17]=2)[CH:9]=[CH:10][CH:11]=1)[S:23]([C:26]1[CH:38]=[CH:37][C:29]([O:30][CH2:31][C:32]([O:34][CH2:35][CH3:36])=[O:33])=[C:28]([CH3:39])[CH:27]=1)(=[O:25])=[O:24])[CH2:2][CH2:3][CH3:4], predict the reactants needed to synthesize it. The reactants are: [CH2:1]([NH:5][C:6]1[CH:7]=[C:8]([C:12]2[CH:17]=[CH:16][C:15]([C:18]([F:21])([F:20])[F:19])=[CH:14][CH:13]=2)[CH:9]=[CH:10][CH:11]=1)[CH2:2][CH2:3][CH3:4].Cl[S:23]([C:26]1[CH:38]=[CH:37][C:29]([O:30][CH2:31][C:32]([O:34][CH2:35][CH3:36])=[O:33])=[C:28]([CH3:39])[CH:27]=1)(=[O:25])=[O:24].C(N(CC)CC)C.S(Cl)(Cl)(=O)=O. (6) Given the product [O:44]=[C:31]1[NH:30][CH2:35][CH2:34][N:33]2[N:36]=[C:37]([CH2:39][O:40][C:41](=[O:43])[CH3:42])[CH:38]=[C:32]12, predict the reactants needed to synthesize it. The reactants are: [N+]([O-])([O-])=O.[Ce+4].[NH4+].[N+]([O-])([O-])=O.[N+]([O-])([O-])=O.[N+]([O-])([O-])=O.[N+]([O-])([O-])=O.COC1C=CC(C[N:30]2[CH2:35][CH2:34][N:33]3[N:36]=[C:37]([CH2:39][O:40][C:41](=[O:43])[CH3:42])[CH:38]=[C:32]3[C:31]2=[O:44])=CC=1. (7) Given the product [F:43][C:40]1[CH:38]=[CH:21][C:16]([C:15]#[C:14][C:11]2[CH:12]=[CH:13][C:8]3[N:7]=[C:26]([C:28]4[CH:29]=[C:30]([CH:31]=[CH:32][CH:33]=4)[C:34]#[N:35])[CH2:25][C:24](=[O:36])[NH:23][C:9]=3[CH:10]=2)=[CH:17][CH:18]=1, predict the reactants needed to synthesize it. The reactants are: C(OC(=O)[NH:7][C:8]1[CH:13]=[CH:12][C:11]([C:14]#[C:15][C:16]2[CH:21]=CC(F)=[CH:18][CH:17]=2)=[CH:10][C:9]=1[NH:23][C:24](=[O:36])[CH2:25][C:26]([C:28]1[CH:33]=[CH:32][CH:31]=[C:30]([C:34]#[N:35])[CH:29]=1)=O)(C)(C)C.[C:38](O)([C:40]([F:43])(F)F)=O.